From a dataset of Peptide-MHC class II binding affinity with 134,281 pairs from IEDB. Regression. Given a peptide amino acid sequence and an MHC pseudo amino acid sequence, predict their binding affinity value. This is MHC class II binding data. (1) The peptide sequence is HNWVNHAVPLAMKLI. The MHC is DRB1_0701 with pseudo-sequence DRB1_0701. The binding affinity (normalized) is 0.613. (2) The peptide sequence is KLLPVPPTVTIFKIS. The MHC is DRB1_1001 with pseudo-sequence DRB1_1001. The binding affinity (normalized) is 0.449. (3) The peptide sequence is IIELFTAKGFTVQEM. The MHC is HLA-DPA10201-DPB10101 with pseudo-sequence HLA-DPA10201-DPB10101. The binding affinity (normalized) is 0.229. (4) The peptide sequence is GGTEIKYNGEEYLIL. The MHC is DRB1_1501 with pseudo-sequence DRB1_1501. The binding affinity (normalized) is 0.354.